This data is from Full USPTO retrosynthesis dataset with 1.9M reactions from patents (1976-2016). The task is: Predict the reactants needed to synthesize the given product. Given the product [Cl:18][C:14]1[CH:15]=[CH:16][CH:17]=[C:2]2[C:3]=1[C:4](=[O:5])[N:6]([C:7]1[CH:12]=[CH:11][CH:10]=[CH:9][C:8]=1[F:13])[C:21]([CH2:20][Cl:19])=[N:1]2, predict the reactants needed to synthesize it. The reactants are: [NH2:1][C:2]1[CH:17]=[CH:16][CH:15]=[C:14]([Cl:18])[C:3]=1[C:4]([NH:6][C:7]1[CH:12]=[CH:11][CH:10]=[CH:9][C:8]=1[F:13])=[O:5].[Cl:19][CH2:20][C:21](Cl)=O.